Dataset: Catalyst prediction with 721,799 reactions and 888 catalyst types from USPTO. Task: Predict which catalyst facilitates the given reaction. (1) Reactant: I[C@@H:2]1[CH2:19][CH2:18][C@@:17]2([CH3:20])[C@@H:4]([CH2:5][CH2:6][C@@H:7]3[C@@H:16]2[CH2:15][CH2:14][C@@:12]2([CH3:13])[C@H:8]3[CH2:9][CH2:10][CH2:11]2)[CH2:3]1.[N-:21]=[N+:22]=[N-:23].[Na+].O. Product: [N:21]([C@H:2]1[CH2:19][CH2:18][C@@:17]2([CH3:20])[C@@H:4]([CH2:5][CH2:6][C@@H:7]3[C@@H:16]2[CH2:15][CH2:14][C@@:12]2([CH3:13])[C@H:8]3[CH2:9][CH2:10][CH2:11]2)[CH2:3]1)=[N+:22]=[N-:23]. The catalyst class is: 3. (2) Reactant: Br[C:2]1[CH:7]=[C:6]([N+:8]([O-:10])=[O:9])[CH:5]=[CH:4][C:3]=1[N:11]1[CH2:16][CH2:15][N:14]([CH3:17])[CH2:13][CH2:12]1.C([O-])([O-])=O.[K+].[K+].[CH2:24](OB(C=C)OCCCC)[CH2:25]CC. Product: [CH3:17][N:14]1[CH2:15][CH2:16][N:11]([C:3]2[CH:4]=[CH:5][C:6]([N+:8]([O-:10])=[O:9])=[CH:7][C:2]=2[CH:24]=[CH2:25])[CH2:12][CH2:13]1. The catalyst class is: 108. (3) Reactant: [CH3:1][N:2]1[C@@H:12]2[CH2:13][C:14]3[CH:19]=[CH:18][C:17]([O:20][CH3:21])=[C:16]4[O:22][CH:6]5[C:7]([CH:9]=[CH:10][C@:11]2([OH:23])[C@:5]5([C:15]=34)[CH2:4][CH2:3]1)=[O:8]. Product: [CH3:1][N:2]1[C@@H:12]2[CH2:13][C:14]3[CH:19]=[CH:18][C:17]([O:20][CH3:21])=[C:16]4[O:22][C@H:6]5[C:7]([CH2:9][CH2:10][C@:11]2([OH:23])[C@:5]5([C:15]=34)[CH2:4][CH2:3]1)=[O:8]. The catalyst class is: 15. (4) Reactant: [CH3:1][C:2]1[CH:3]=[C:4]([C:8]([C:10]2[CH:14]=[CH:13][S:12][C:11]=2[CH3:15])=[O:9])[CH:5]=[CH:6][CH:7]=1.[Br-:16].[Br-].[Br-].[NH+]1C=CC=CC=1.[NH+]1C=CC=CC=1.[NH+]1C=CC=CC=1.O. Product: [Br:16][C:13]1[S:12][C:11]([CH3:15])=[C:10]([C:8]([C:4]2[CH:5]=[CH:6][CH:7]=[C:2]([CH3:1])[CH:3]=2)=[O:9])[CH:14]=1. The catalyst class is: 15. (5) Reactant: [O:1]=[C:2]([NH:16][CH2:17][CH2:18][CH3:19])[CH2:3][NH:4][C:5]([N:7]1[CH2:14][CH:13]2[CH2:15][CH:9]([CH2:10][NH:11][CH2:12]2)[CH2:8]1)=[O:6].C([O-])([O-])=O.[K+].[K+].[I-].[Na+].CC1C=CC(S(O[CH2:39][CH2:40][CH2:41][NH:42][C:43]2[CH:48]=[CH:47][C:46]([C:49]#[N:50])=[CH:45][CH:44]=2)(=O)=O)=CC=1. Product: [C:49]([C:46]1[CH:47]=[CH:48][C:43]([NH:42][CH2:41][CH2:40][CH2:39][N:11]2[CH2:12][CH:13]3[CH2:15][CH:9]([CH2:8][N:7]([C:5]([NH:4][CH2:3][C:2](=[O:1])[NH:16][CH2:17][CH2:18][CH3:19])=[O:6])[CH2:14]3)[CH2:10]2)=[CH:44][CH:45]=1)#[N:50]. The catalyst class is: 47. (6) Reactant: [Cl:1][C:2]1[CH:7]=[CH:6][C:5]([C@H:8]2[CH2:14][C@H:13]3[N:15]([CH3:16])[C@H:10]([CH2:11][CH2:12]3)[CH:9]2[C:17]2[O:18][C:19]([C:22]3[CH:27]=[CH:26][CH:25]=[CH:24][CH:23]=3)=[N:20][N:21]=2)=[CH:4][CH:3]=1. Product: [ClH:1].[Cl:1][C:2]1[CH:7]=[CH:6][C:5]([C@H:8]2[CH2:14][C@H:13]3[N:15]([CH3:16])[C@H:10]([CH2:11][CH2:12]3)[C@H:9]2[C:17]2[O:18][C:19]([C:22]3[CH:27]=[CH:26][CH:25]=[CH:24][CH:23]=3)=[N:20][N:21]=2)=[CH:4][CH:3]=1. The catalyst class is: 22.